From a dataset of Forward reaction prediction with 1.9M reactions from USPTO patents (1976-2016). Predict the product of the given reaction. (1) Given the reactants C([O:5][C:6](=[O:26])[CH2:7][O:8][C:9]1[CH:14]=[C:13]([O:15][C:16]2[CH:21]=[C:20]([C:22]#[N:23])[CH:19]=[C:18]([Cl:24])[CH:17]=2)[CH:12]=[C:11]([Cl:25])[CH:10]=1)(C)(C)C.FC(F)(F)C(O)=O, predict the reaction product. The product is: [Cl:25][C:11]1[CH:10]=[C:9]([CH:14]=[C:13]([O:15][C:16]2[CH:21]=[C:20]([C:22]#[N:23])[CH:19]=[C:18]([Cl:24])[CH:17]=2)[CH:12]=1)[O:8][CH2:7][C:6]([OH:26])=[O:5]. (2) Given the reactants [NH2:1][C:2]1[CH:9]=[CH:8][C:5]([C:6]#[N:7])=[CH:4][C:3]=1[F:10].[Cl:11]N1C(=O)CCC1=O, predict the reaction product. The product is: [NH2:1][C:2]1[C:3]([F:10])=[CH:4][C:5]([C:6]#[N:7])=[CH:8][C:9]=1[Cl:11]. (3) Given the reactants [CH3:1][C:2]1[CH:3]=[C:4]([CH:8]=[CH:9][CH:10]=1)[CH:5]=[N:6]O.[ClH:11], predict the reaction product. The product is: [ClH:11].[CH3:1][C:2]1[CH:3]=[C:4]([CH:8]=[CH:9][CH:10]=1)[CH2:5][NH2:6]. (4) Given the reactants Cl[CH2:2][CH:3]1[CH:5]([C:6]([O:8]CC)=O)[C:4]1([C:12]1[CH:17]=[CH:16][CH:15]=[C:14]([C:18]#[N:19])[CH:13]=1)[CH3:11].C(=O)([O-])O.[Na+].[C:25]1([CH2:31][CH2:32][CH2:33][NH2:34])[CH:30]=[CH:29][CH:28]=[CH:27][CH:26]=1.O, predict the reaction product. The product is: [CH3:11][C:4]1([C:12]2[CH:13]=[C:14]([CH:15]=[CH:16][CH:17]=2)[C:18]#[N:19])[CH:5]2[CH:3]1[CH2:2][N:34]([CH2:33][CH2:32][CH2:31][C:25]1[CH:30]=[CH:29][CH:28]=[CH:27][CH:26]=1)[C:6]2=[O:8]. (5) Given the reactants OS(O)(=O)=O.[BrH:6].[NH2:7][C:8]1[NH:12][N:11]=[C:10]([CH3:13])[C:9]=1[C:14]1[S:15][C:16]2[CH:22]=[C:21]([CH2:23]O)[CH:20]=[CH:19][C:17]=2[N:18]=1.[OH-].[Na+], predict the reaction product. The product is: [Br:6][CH2:23][C:21]1[CH:20]=[CH:19][C:17]2[N:18]=[C:14]([C:9]3[C:10]([CH3:13])=[N:11][NH:12][C:8]=3[NH2:7])[S:15][C:16]=2[CH:22]=1. (6) Given the reactants [C:1]([O:5][C:6](=[O:24])[NH:7][CH2:8][C:9]1[S:10][CH:11]=[C:12]([C:14]2[N:18]3[CH:19]=[CH:20][C:21](Cl)=[CH:22][C:17]3=[N:16][CH:15]=2)[N:13]=1)([CH3:4])([CH3:3])[CH3:2].[CH3:25][S:26]([C:29]1[CH:34]=[CH:33][C:32](B(O)O)=[CH:31][CH:30]=1)(=[O:28])=[O:27].[O-]P([O-])([O-])=O.[K+].[K+].[K+].COC1C=CC=C(OC)C=1C1C=CC=CC=1P(C1CCCCC1)C1CCCCC1, predict the reaction product. The product is: [C:1]([O:5][C:6](=[O:24])[NH:7][CH2:8][C:9]1[S:10][CH:11]=[C:12]([C:14]2[N:18]3[CH:19]=[CH:20][C:21]([C:32]4[CH:33]=[CH:34][C:29]([S:26]([CH3:25])(=[O:28])=[O:27])=[CH:30][CH:31]=4)=[CH:22][C:17]3=[N:16][CH:15]=2)[N:13]=1)([CH3:4])([CH3:3])[CH3:2].